Dataset: Reaction yield outcomes from USPTO patents with 853,638 reactions. Task: Predict the reaction yield, written as a fraction of the theoretical maximum amount of product (1.0 means a 100% yield; for example, 0.34 means a 34% yield). (1) The yield is 0.960. The product is [NH2:7][C@@H:8]1[CH2:13][CH2:12][C@H:11]([N:14]2[C:19](=[O:20])[C:18]3[CH:21]=[C:22]([F:25])[CH:23]=[N:24][C:17]=3[N:16]([C:26]3[CH:27]=[C:28]([C:32]4[CH:37]=[CH:36][CH:35]=[CH:34][C:33]=4[CH2:38][N:39]4[CH2:44][CH2:43][O:42][CH2:41][CH2:40]4)[CH:29]=[CH:30][CH:31]=3)[C:15]2=[O:45])[CH2:10][CH2:9]1. The catalyst is O1CCOCC1. The reactants are C(OC(=O)[NH:7][C@H:8]1[CH2:13][CH2:12][C@@H:11]([N:14]2[C:19](=[O:20])[C:18]3[CH:21]=[C:22]([F:25])[CH:23]=[N:24][C:17]=3[N:16]([C:26]3[CH:27]=[C:28]([C:32]4[CH:37]=[CH:36][CH:35]=[CH:34][C:33]=4[CH2:38][N:39]4[CH2:44][CH2:43][O:42][CH2:41][CH2:40]4)[CH:29]=[CH:30][CH:31]=3)[C:15]2=[O:45])[CH2:10][CH2:9]1)(C)(C)C.Cl. (2) The reactants are [C:1]([N:4]1[C:12]2[C:7](=[CH:8][C:9]([Br:17])=[C:10]([S:13](Cl)(=[O:15])=[O:14])[CH:11]=2)[CH2:6][CH2:5]1)(=[O:3])[CH3:2].[CH2:18]([N:20](CC)CC)C.CN.O. The catalyst is C1COCC1. The product is [CH3:18][NH:20][S:13]([C:10]1[CH:11]=[C:12]2[C:7]([CH2:6][CH2:5][N:4]2[C:1](=[O:3])[CH3:2])=[CH:8][C:9]=1[Br:17])(=[O:15])=[O:14]. The yield is 0.850. (3) The reactants are [CH2:1]([O:3][C:4]1[CH:9]=[CH:8][C:7]([C:10]2[CH:18]=[CH:17][CH:16]=[C:15]3[C:11]=2[CH2:12][CH2:13][C:14]3=[O:19])=[C:6]([OH:20])[C:5]=1[O:21][CH3:22])[CH3:2].C(=O)([O-])[O-].[K+].[K+].[CH2:29](Br)[CH:30]([CH3:32])[CH3:31]. The catalyst is C(#N)C. The product is [CH2:1]([O:3][C:4]1[CH:9]=[CH:8][C:7]([C:10]2[CH:18]=[CH:17][CH:16]=[C:15]3[C:11]=2[CH2:12][CH2:13][C:14]3=[O:19])=[C:6]([O:20][CH2:29][CH:30]([CH3:32])[CH3:31])[C:5]=1[O:21][CH3:22])[CH3:2]. The yield is 0.210. (4) The reactants are CC1C=CC(S([O:11][CH2:12][CH2:13][NH:14][C:15]2[C:16](=[O:32])[N:17]([C:28]([CH3:31])([CH3:30])[CH3:29])[S:18](=[O:27])(=[O:26])[C:19]=2[C:20]2[CH:25]=[CH:24][CH:23]=[CH:22][CH:21]=2)(=O)=O)=CC=1.[CH3:33][S:34]([O:37][C:38]1[CH:43]=[CH:42][C:41](O)=[CH:40][CH:39]=1)(=[O:36])=[O:35].C(=O)([O-])[O-].[K+].[K+]. The catalyst is CC#N. The product is [CH3:33][S:34]([O:37][C:38]1[CH:39]=[CH:40][C:41]([O:11][CH2:12][CH2:13][NH:14][C:15]2[C:16](=[O:32])[N:17]([C:28]([CH3:29])([CH3:30])[CH3:31])[S:18](=[O:27])(=[O:26])[C:19]=2[C:20]2[CH:25]=[CH:24][CH:23]=[CH:22][CH:21]=2)=[CH:42][CH:43]=1)(=[O:36])=[O:35]. The yield is 0.385. (5) The reactants are [CH2:1]([NH:3][C:4](=[O:45])[NH:5][C:6]1[N:11]=[CH:10][C:9]([C:12]2[CH:13]=[C:14]3[C:19](=[N:20][C:21]=2F)[N:18]([C@@H:23]([C:26]([CH3:29])([CH3:28])[CH3:27])[CH2:24][OH:25])[CH:17]=[C:16]([C:30]([O:32]CC)=[O:31])[C:15]3=[O:35])=[C:8]([C:36]2[S:37][CH:38]=[C:39]([C:41]([F:44])([F:43])[F:42])[N:40]=2)[CH:7]=1)[CH3:2].[CH3:46][N:47]1[CH2:52][CH2:51][NH:50][CH2:49][CH2:48]1.[OH-].[Li+].CS(O)(=O)=O. The catalyst is C1COCC1.O. The product is [CH2:1]([NH:3][C:4](=[O:45])[NH:5][C:6]1[N:11]=[CH:10][C:9]([C:12]2[CH:13]=[C:14]3[C:19](=[N:20][C:21]=2[N:50]2[CH2:51][CH2:52][N:47]([CH3:46])[CH2:48][CH2:49]2)[N:18]([C@@H:23]([C:26]([CH3:29])([CH3:28])[CH3:27])[CH2:24][OH:25])[CH:17]=[C:16]([C:30]([OH:32])=[O:31])[C:15]3=[O:35])=[C:8]([C:36]2[S:37][CH:38]=[C:39]([C:41]([F:42])([F:43])[F:44])[N:40]=2)[CH:7]=1)[CH3:2]. The yield is 0.220. (6) The reactants are Cl[C:2]1[CH:3]=[CH:4][C:5]2[CH2:6][N:7]([CH2:19][CH2:20][OH:21])[CH2:8][C@@H:9]([C:13]3[CH:18]=[CH:17][CH:16]=[CH:15][CH:14]=3)[O:10][C:11]=2[N:12]=1.[CH3:22][O:23][C:24]1[CH:25]=[C:26]([NH2:36])[CH:27]=[N:28][C:29]=1[N:30]1[CH:34]=[C:33]([CH3:35])[N:32]=[CH:31]1.C1(P(C2CCCCC2)C2C=CC=CC=2C2C=CC=CC=2)CCCCC1.C(=O)([O-])[O-].[Cs+].[Cs+]. The catalyst is ClCCl.C([O-])(=O)C.[Pd+2].C([O-])(=O)C.CO. The product is [CH3:22][O:23][C:24]1[CH:25]=[C:26]([NH:36][C:2]2[CH:3]=[CH:4][C:5]3[CH2:6][N:7]([CH2:19][CH2:20][OH:21])[CH2:8][C@@H:9]([C:13]4[CH:18]=[CH:17][CH:16]=[CH:15][CH:14]=4)[O:10][C:11]=3[N:12]=2)[CH:27]=[N:28][C:29]=1[N:30]1[CH:34]=[C:33]([CH3:35])[N:32]=[CH:31]1. The yield is 0.0600.